This data is from Reaction yield outcomes from USPTO patents with 853,638 reactions. The task is: Predict the reaction yield, written as a fraction of the theoretical maximum amount of product (1.0 means a 100% yield; for example, 0.34 means a 34% yield). (1) The reactants are [F:1][C:2]1[N:7]=[CH:6][C:5]([OH:8])=[CH:4][CH:3]=1.[I:9]I.CO.S([O-])([O-])=O.[Na+].[Na+]. The catalyst is O. The product is [F:1][C:2]1[N:7]=[C:6]([I:9])[C:5]([OH:8])=[CH:4][CH:3]=1. The yield is 0.190. (2) The reactants are [CH3:1][C:2]1[C:7]2[N:8]=[C:9]([NH2:11])[S:10][C:6]=2[CH:5]=[CH:4][CH:3]=1.[C:12](N1C=CN=C1)([N:14]1[CH:18]=[CH:17][N:16]=[CH:15]1)=[S:13]. The catalyst is C(#N)C. The product is [CH3:1][C:2]1[C:7]2[N:8]=[C:9]([NH:11][C:12]([N:14]3[CH:18]=[CH:17][N:16]=[CH:15]3)=[S:13])[S:10][C:6]=2[CH:5]=[CH:4][CH:3]=1. The yield is 0.490. (3) The reactants are [NH2:1][CH2:2][CH2:3][CH2:4][C@H:5]([NH:9][C:10]([O:12][CH2:13][C:14]1[CH:19]=[CH:18][CH:17]=[CH:16][CH:15]=1)=[O:11])[C:6]([OH:8])=[O:7].[O:20]=[C:21]1[C:29]2[C:24](=[CH:25][CH:26]=[CH:27][CH:28]=2)[C:23](=[O:30])N1C(OCC)=O.C=O.[CH3:38]C1C=CC(S(O)(=O)=O)=CC=1. The catalyst is CN1C(=O)CCC1.CCOC(C)=O.C1(C)C=CC=CC=1.CCOCC. The product is [O:20]=[C:21]1[C:29]2[C:24](=[CH:25][CH:26]=[CH:27][CH:28]=2)[C:23](=[O:30])[N:1]1[CH2:2][CH2:3][CH2:4][C@H:5]1[C:6](=[O:8])[O:7][CH2:38][N:9]1[C:10]([O:12][CH2:13][C:14]1[CH:15]=[CH:16][CH:17]=[CH:18][CH:19]=1)=[O:11]. The yield is 0.760. (4) The reactants are [Br:1][C:2]1[CH:3]=[C:4]([CH:11]=[C:12]([O:14][CH2:15][C:16]([F:19])([F:18])[F:17])[CH:13]=1)[C:5](N(OC)C)=[O:6].Br[C:21]1[CH:26]=[CH:25][C:24]([O:27][CH3:28])=[C:23]([CH3:29])[CH:22]=1. The product is [Br:1][C:2]1[CH:3]=[C:4]([C:5]([C:21]2[CH:26]=[CH:25][C:24]([O:27][CH3:28])=[C:23]([CH3:29])[CH:22]=2)=[O:6])[CH:11]=[C:12]([O:14][CH2:15][C:16]([F:17])([F:18])[F:19])[CH:13]=1. No catalyst specified. The yield is 0.750. (5) The reactants are [CH3:1][O:2][C:3](=[O:13])[C:4]1[CH:9]=[C:8]([OH:10])[C:7]([OH:11])=[C:6]([OH:12])[CH:5]=1.[CH3:14]OS(OC)(=O)=O.[OH-].[Na+].OS(O)(=O)=O. The catalyst is O. The product is [OH:12][C:6]1[CH:5]=[C:4]([CH:9]=[C:8]([O:10][CH3:14])[C:7]=1[OH:11])[C:3]([O:2][CH3:1])=[O:13]. The yield is 0.470. (6) The reactants are [C:1]([O:5][C:6]([NH:8][CH:9]([C:11]1[NH:12][C:13]([C:21]2[CH:30]=[CH:29][CH:28]=[C:27]3[C:22]=2[N:23]=[C:24](F)[C:25]([CH3:31])=[N:26]3)=[CH:14][C:15]=1[C:16]([O:18][CH2:19][CH3:20])=[O:17])[CH3:10])=[O:7])([CH3:4])([CH3:3])[CH3:2].[NH2:33][C:34]([CH3:38])([CH3:37])[CH2:35][OH:36].O.CCOC(C)=O. The catalyst is CS(C)=O. The product is [C:1]([O:5][C:6]([NH:8][CH:9]([C:11]1[NH:12][C:13]([C:21]2[CH:30]=[CH:29][CH:28]=[C:27]3[C:22]=2[N:23]=[C:24]([NH:33][C:34]([CH3:38])([CH3:37])[CH2:35][OH:36])[C:25]([CH3:31])=[N:26]3)=[CH:14][C:15]=1[C:16]([O:18][CH2:19][CH3:20])=[O:17])[CH3:10])=[O:7])([CH3:4])([CH3:3])[CH3:2]. The yield is 0.720. (7) The reactants are [Cl-].[O:2]=[C:3]([C:6]1[CH:11]=[CH:10][CH:9]=[CH:8][CH:7]=1)[CH2:4][NH3+:5].C([O-])(O)=O.[Na+].[CH3:17][C:18]([O:21][C:22](O[C:22]([O:21][C:18]([CH3:20])([CH3:19])[CH3:17])=[O:23])=[O:23])([CH3:20])[CH3:19]. The catalyst is CO. The product is [O:2]=[C:3]([C:6]1[CH:11]=[CH:10][CH:9]=[CH:8][CH:7]=1)[CH2:4][NH:5][C:22](=[O:23])[O:21][C:18]([CH3:20])([CH3:19])[CH3:17]. The yield is 0.910. (8) The reactants are Br[C:2]1[CH:12]=[CH:11][C:5]2[O:6][C:7]([F:10])([F:9])[O:8][C:4]=2[C:3]=1[CH3:13].ClCCl.C([O-])(=O)C.[K+].[CH3:22][C:23]1([CH3:37])[CH2:28][O:27][B:26]([B:26]2[O:27][CH2:28][C:23]([CH3:37])([CH3:22])[CH2:24][O:25]2)[O:25][CH2:24]1. The catalyst is CS(C)=O.O.C(OCC)(=O)C. The product is [F:9][C:7]1([F:10])[O:6][C:5]2[CH:11]=[CH:12][C:2]([B:26]3[O:27][CH2:28][C:23]([CH3:37])([CH3:22])[CH2:24][O:25]3)=[C:3]([CH3:13])[C:4]=2[O:8]1. The yield is 0.480.